From a dataset of Reaction yield outcomes from USPTO patents with 853,638 reactions. Predict the reaction yield, written as a fraction of the theoretical maximum amount of product (1.0 means a 100% yield; for example, 0.34 means a 34% yield). (1) The reactants are [Br:1][C:2]1[CH:8]=[C:7]([CH2:9][CH3:10])[C:5]([NH2:6])=[C:4]([CH2:11][CH3:12])[CH:3]=1.[F:13][B-:14]([F:17])([F:16])[F:15].[H+].[N:19](OC(C)(C)C)=O. The catalyst is C(O)C. The product is [F:13][B-:14]([F:17])([F:16])[F:15].[Br:1][C:2]1[CH:8]=[C:7]([CH2:9][CH3:10])[C:5]([N+:6]#[N:19])=[C:4]([CH2:11][CH3:12])[CH:3]=1. The yield is 0.660. (2) The reactants are [CH3:1][O:2][C:3]([C:5]1([C:8]2[CH:13]=[CH:12][C:11]([OH:14])=[C:10]([OH:15])[CH:9]=2)[CH2:7][CH2:6]1)=[O:4].CC1C=[CH:19][C:20](S(O)(=O)=O)=[CH:21][CH:22]=1.C1(=O)CCC1. The catalyst is C1(C)C=CC=CC=1. The product is [C:19]12([O:14][C:11]3[CH:12]=[CH:13][C:8]([C:5]4([C:3]([O:2][CH3:1])=[O:4])[CH2:7][CH2:6]4)=[CH:9][C:10]=3[O:15]1)[CH2:20][CH2:21][CH2:22]2. The yield is 0.500. (3) The reactants are [C:1]([O:5][C:6](=[O:15])[NH:7][C:8]1([CH2:13][OH:14])[CH2:10][CH:9]1[CH:11]=[CH2:12])([CH3:4])([CH3:3])[CH3:2].CC(OI1(OC(C)=O)(OC(C)=O)OC(=O)C2C=CC=CC1=2)=O.CCCCCC.C(OCC)(=O)C.S(=O)(=O)(O)O. The catalyst is ClCCl.[NH4+].[NH4+].[O-][Mo]([O-])(=O)=O.S([O-])([O-])(=O)=O.[Ce+3].S([O-])([O-])(=O)=O.S([O-])([O-])(=O)=O.[Ce+3]. The product is [C:1]([O:5][C:6](=[O:15])[NH:7][C:8]1([CH:13]=[O:14])[CH2:10][CH:9]1[CH:11]=[CH2:12])([CH3:4])([CH3:2])[CH3:3]. The yield is 0.360. (4) The reactants are [H-].[Na+].[CH3:3][C:4]1[CH:9]=[C:8]([CH3:10])[CH:7]=[C:6]([CH3:11])[C:5]=1[OH:12].Cl[C:14]1[CH:19]=[CH:18][N:17]=[C:16]([NH:20][C:21]2[CH:28]=[CH:27][C:24]([C:25]#[N:26])=[CH:23][CH:22]=2)[N:15]=1.O. The catalyst is O1CCOCC1. The product is [CH3:3][C:4]1[CH:9]=[C:8]([CH3:10])[CH:7]=[C:6]([CH3:11])[C:5]=1[O:12][C:18]1[CH:19]=[CH:14][N:15]=[C:16]([NH:20][C:21]2[CH:28]=[CH:27][C:24]([C:25]#[N:26])=[CH:23][CH:22]=2)[N:17]=1. The yield is 0.894. (5) The reactants are [C:1]([C:5]1[CH:9]=[C:8]([NH:10][C:11]([NH:13][C@@H:14]2[C:23]3[C:18](=[CH:19][CH:20]=[CH:21][CH:22]=3)[C@H:17]([O:24][C:25]3[CH:26]=[CH:27][C:28]4[N:29]([C:31]([N:34]5[CH2:39][CH2:38][CH2:37][CH2:36][C@@H:35]5[CH3:40])=[N:32][N:33]=4)[CH:30]=3)[CH2:16][CH2:15]2)=[O:12])[N:7]([CH2:41][CH2:42][O:43]S(C)(=O)=O)[N:6]=1)([CH3:4])([CH3:3])[CH3:2].[CH3:48][NH:49][CH3:50].C1C[O:54]CC1. No catalyst specified. The product is [CH:42]([OH:43])=[O:54].[C:1]([C:5]1[CH:9]=[C:8]([NH:10][C:11]([NH:13][C@@H:14]2[C:23]3[C:18](=[CH:19][CH:20]=[CH:21][CH:22]=3)[C@H:17]([O:24][C:25]3[CH:26]=[CH:27][C:28]4[N:29]([C:31]([N:34]5[CH2:39][CH2:38][CH2:37][CH2:36][C@@H:35]5[CH3:40])=[N:32][N:33]=4)[CH:30]=3)[CH2:16][CH2:15]2)=[O:12])[N:7]([CH2:41][CH2:42][N:49]([CH3:50])[CH3:48])[N:6]=1)([CH3:4])([CH3:3])[CH3:2]. The yield is 0.620. (6) The reactants are [F:1][C:2]1[CH:3]=[CH:4][C:5]2[N:6]([CH:8]=[C:9]([C:11]([NH:13][C@H:14]3[CH2:19][CH2:18][C@@H:17]([N:20]4[C:25](=[O:26])[C:24]5[CH:27]=[C:28]([F:31])[CH:29]=[N:30][C:23]=5[N:22]([C:32]5[CH:33]=[C:34]([C:38]6[CH:43]=[CH:42][C:41]([OH:44])=[CH:40][CH:39]=6)[CH:35]=[CH:36][CH:37]=5)[C:21]4=[O:45])[CH2:16][CH2:15]3)=[O:12])[N:10]=2)[CH:7]=1.C1(P(C2C=CC=CC=2)C2C=CC=CC=2)C=CC=CC=1.[Cl:65][CH2:66][CH2:67]O.N(C(OC(C)C)=O)=NC(OC(C)C)=O. The catalyst is C1COCC1. The product is [Cl:65][CH2:66][CH2:67][O:44][C:41]1[CH:40]=[CH:39][C:38]([C:34]2[CH:35]=[CH:36][CH:37]=[C:32]([N:22]3[C:23]4[N:30]=[CH:29][C:28]([F:31])=[CH:27][C:24]=4[C:25](=[O:26])[N:20]([C@@H:17]4[CH2:18][CH2:19][C@H:14]([NH:13][C:11]([C:9]5[N:10]=[C:5]6[CH:4]=[CH:3][C:2]([F:1])=[CH:7][N:6]6[CH:8]=5)=[O:12])[CH2:15][CH2:16]4)[C:21]3=[O:45])[CH:33]=2)=[CH:43][CH:42]=1. The yield is 0.740. (7) The reactants are [Cl:1][C:2]1[CH:34]=[C:33]([C:35]([NH:37][CH2:38][C:39]2[CH:44]=[CH:43][CH:42]=[C:41]([OH:45])[CH:40]=2)=[O:36])[CH:32]=[CH:31][C:3]=1[C:4]([NH:6][C@H:7]([C:27]([O:29][CH3:30])=[O:28])[CH2:8][NH:9]C(OCC1C2C=CC=CC=2C2C1=CC=CC=2)=O)=[O:5].N1CCCCC1. The catalyst is ClCCl.CO. The product is [NH2:9][CH2:8][C@@H:7]([C:27]([O:29][CH3:30])=[O:28])[NH:6][C:4](=[O:5])[C:3]1[CH:31]=[CH:32][C:33]([C:35]([NH:37][CH2:38][C:39]2[CH:44]=[CH:43][CH:42]=[C:41]([OH:45])[CH:40]=2)=[O:36])=[CH:34][C:2]=1[Cl:1]. The yield is 1.00. (8) The reactants are Br[C:2]1[S:3][C:4]([C:7]([C:9]2[C:17]3[C:12](=[N:13][CH:14]=[CH:15][CH:16]=3)[NH:11][CH:10]=2)=[O:8])=[CH:5][N:6]=1.[Cl:18][C:19]1[CH:26]=[CH:25][C:22]([CH2:23][NH2:24])=[CH:21][CH:20]=1.C(N(CC)C(C)C)(C)C.O. The catalyst is O1CCCC1. The product is [Cl:18][C:19]1[CH:26]=[CH:25][C:22]([CH2:23][NH:24][C:2]2[S:3][C:4]([C:7]([C:9]3[C:17]4[C:12](=[N:13][CH:14]=[CH:15][CH:16]=4)[NH:11][CH:10]=3)=[O:8])=[CH:5][N:6]=2)=[CH:21][CH:20]=1. The yield is 0.300.